Binary Classification. Given a drug SMILES string, predict its activity (active/inactive) in a high-throughput screening assay against a specified biological target. From a dataset of M1 muscarinic receptor antagonist screen with 61,756 compounds. (1) The drug is s1c(N2C(=O)C3C(C4CC3C=C4)C2=O)c(c2c1CCC2)C#N. The result is 0 (inactive). (2) The molecule is o1c2c(c(C(=O)c3c(OC)ccc(OC)c3)c1)cc(O)cc2. The result is 0 (inactive). (3) The drug is S(=O)(=O)(N(CC)CC)c1ccc(cc1)c1oc(SCC(=O)Nc2scc(n2)C)nn1. The result is 0 (inactive). (4) The result is 0 (inactive). The compound is O(c1cc(CCC(OCc2oc(nn2)c2ccccc2)=O)cc(OC)c1OC)C. (5) The molecule is O1C(CCC1)Cn1nnnc1CN(Cc1cc2c([nH]c1=O)ccc(OC)c2)Cc1c(OC)cccc1. The result is 0 (inactive). (6) The result is 0 (inactive). The drug is N(CCNC1=Nc2c(CCC1)cccc2)(CC)CC. (7) The compound is s1c(NC(=O)CCCOc2c(cccc2)C)ncc1. The result is 0 (inactive). (8) The drug is S(c1ccc(cc1)C)Cc1sc(nn1)N. The result is 0 (inactive). (9) The drug is O(C(=O)C1CCN(CC1)C(C(=O)c1c2c([nH]c1C)cc(cc2)C)C)CC. The result is 1 (active).